Dataset: Catalyst prediction with 721,799 reactions and 888 catalyst types from USPTO. Task: Predict which catalyst facilitates the given reaction. Reactant: [S:1]1[CH:5]=[CH:4][N:3]=[CH:2]1.C([Mg]Cl)(C)C.[Cl-].[Li+].[Br:13][C:14]1[CH:15]=[C:16]2[C:20](=[CH:21][CH:22]=1)[C:19](=[O:23])[CH2:18][CH2:17]2.Cl. Product: [Br:13][C:14]1[CH:15]=[C:16]2[C:20](=[CH:21][CH:22]=1)[C:19]([C:2]1[S:1][CH:5]=[CH:4][N:3]=1)([OH:23])[CH2:18][CH2:17]2. The catalyst class is: 56.